This data is from Full USPTO retrosynthesis dataset with 1.9M reactions from patents (1976-2016). The task is: Predict the reactants needed to synthesize the given product. (1) Given the product [C:1]([O:17][CH3:18])(=[O:16])[C:2]([C:10]1[CH:11]=[CH:12][CH:13]=[CH:14][CH:15]=1)([C:4]1[CH:9]=[CH:8][CH:7]=[CH:6][CH:5]=1)[OH:3], predict the reactants needed to synthesize it. The reactants are: [C:1]([OH:17])(=[O:16])[C:2]([C:10]1[CH:15]=[CH:14][CH:13]=[CH:12][CH:11]=1)([C:4]1[CH:9]=[CH:8][CH:7]=[CH:6][CH:5]=1)[OH:3].[CH2:18]1CCN2C(=NCCC2)CC1.CI. (2) The reactants are: FC(F)(F)[C:3](OC(=O)C(F)(F)F)=[O:4].CN(C)C=O.[Br:19][C:20]1[N:21]=[C:22]2[CH:29]=[CH:28][N:27]([CH2:30][O:31][CH2:32][CH2:33][Si:34]([CH3:37])([CH3:36])[CH3:35])[C:23]2=[N:24][C:25]=1[CH3:26]. Given the product [Br:19][C:20]1[N:21]=[C:22]2[C:29]([CH:3]=[O:4])=[CH:28][N:27]([CH2:30][O:31][CH2:32][CH2:33][Si:34]([CH3:36])([CH3:35])[CH3:37])[C:23]2=[N:24][C:25]=1[CH3:26], predict the reactants needed to synthesize it. (3) Given the product [Cl:1][C:2]1[CH:3]=[C:4]([CH:17]=[CH:18][C:19]=1[Cl:20])[CH2:5][NH:6][C:7]1[CH:8]=[C:9]([CH3:16])[C:10]2[N:11]([C:13]([I:21])=[CH:14][N:15]=2)[N:12]=1, predict the reactants needed to synthesize it. The reactants are: [Cl:1][C:2]1[CH:3]=[C:4]([CH:17]=[CH:18][C:19]=1[Cl:20])[CH2:5][NH:6][C:7]1[CH:8]=[C:9]([CH3:16])[C:10]2[N:11]([CH:13]=[CH:14][N:15]=2)[N:12]=1.[I:21]N1C(=O)CCC1=O. (4) Given the product [CH2:1]([O:8][C:9]1[CH:30]=[C:29]([CH2:31][CH3:32])[CH:28]=[CH:27][C:10]=1[O:11][C:12]1[CH:17]=[CH:16][C:15]([N:18]2[CH2:22][CH:21]([CH2:23][O:24][S:41]([CH3:40])(=[O:43])=[O:42])[O:20][C:19]2=[O:25])=[CH:14][C:13]=1[F:26])[C:2]1[CH:3]=[CH:4][CH:5]=[CH:6][CH:7]=1, predict the reactants needed to synthesize it. The reactants are: [CH2:1]([O:8][C:9]1[CH:30]=[C:29]([CH2:31][CH3:32])[CH:28]=[CH:27][C:10]=1[O:11][C:12]1[CH:17]=[CH:16][C:15]([N:18]2[CH2:22][CH:21]([CH2:23][OH:24])[O:20][C:19]2=[O:25])=[CH:14][C:13]=1[F:26])[C:2]1[CH:7]=[CH:6][CH:5]=[CH:4][CH:3]=1.C(N(CC)CC)C.[CH3:40][S:41](Cl)(=[O:43])=[O:42].